From a dataset of Choline transporter screen with 302,306 compounds. Binary Classification. Given a drug SMILES string, predict its activity (active/inactive) in a high-throughput screening assay against a specified biological target. The compound is Clc1cc(NC(=O)CSc2nnc(c3sc(nc3C)C)cc2)ccc1. The result is 0 (inactive).